From a dataset of Forward reaction prediction with 1.9M reactions from USPTO patents (1976-2016). Predict the product of the given reaction. (1) The product is: [CH3:1][O:2][C:3](=[O:21])[CH2:4][N:5]1[C:9](=[O:10])[N:8]([CH2:11][CH:12]=[O:24])[C:7]([C:14]2[CH:19]=[CH:18][C:17]([Cl:20])=[CH:16][CH:15]=2)=[N:6]1. Given the reactants [CH3:1][O:2][C:3](=[O:21])[CH2:4][N:5]1[C:9](=[O:10])[N:8]([CH2:11][CH:12]=C)[C:7]([C:14]2[CH:19]=[CH:18][C:17]([Cl:20])=[CH:16][CH:15]=2)=[N:6]1.O.I([O-])(=O)(=O)=[O:24].[Na+], predict the reaction product. (2) Given the reactants P(Cl)(Cl)(Cl)(Cl)Cl.[Cl:7][C:8]1[CH:25]=[CH:24][C:23]([F:26])=[CH:22][C:9]=1[C:10]([NH:12][C:13]1[C:14]([OH:21])=[N:15][C:16]([CH3:20])=[N:17][C:18]=1[OH:19])=O, predict the reaction product. The product is: [Cl:7][C:8]1[CH:25]=[CH:24][C:23]([F:26])=[CH:22][C:9]=1[C:10]1[O:19][C:18]2[N:17]=[C:16]([CH3:20])[NH:15][C:14](=[O:21])[C:13]=2[N:12]=1. (3) Given the reactants [C:1]([C:5]1[N:10]=[C:9](O)[CH:8]=[C:7]([CH:12]2[CH2:15][CH2:14][CH2:13]2)[N:6]=1)([CH3:4])([CH3:3])[CH3:2].O=P(Cl)(Cl)[Cl:18].O, predict the reaction product. The product is: [C:1]([C:5]1[N:10]=[C:9]([Cl:18])[CH:8]=[C:7]([CH:12]2[CH2:15][CH2:14][CH2:13]2)[N:6]=1)([CH3:4])([CH3:3])[CH3:2]. (4) The product is: [NH2:18][CH2:17][C:10]1[C:11]([Cl:16])=[CH:12][C:13]([Cl:15])=[CH:14][C:9]=1[CH2:8][O:7][CH2:6][CH2:5][OH:4]. Given the reactants C([O:4][CH2:5][CH2:6][O:7][CH2:8][C:9]1[CH:14]=[C:13]([Cl:15])[CH:12]=[C:11]([Cl:16])[C:10]=1[C:17]#[N:18])(=O)C.[OH-].[Na+], predict the reaction product. (5) Given the reactants [Cl:1][C:2]1[CH:7]=[N:6][C:5]2=[CH:8][N:9]([CH2:11][C:12]([NH:16][C:17](=[O:29])[C:18]3[CH:23]=[CH:22][C:21]([O:24][C:25]([F:28])([F:27])[F:26])=[CH:20][CH:19]=3)([C:14]#[N:15])[CH3:13])[N:10]=[C:4]2[CH:3]=1.[Cl:30]N1C(=O)CCC1=O, predict the reaction product. The product is: [C:14]([C:12]([NH:16][C:17](=[O:29])[C:18]1[CH:23]=[CH:22][C:21]([O:24][C:25]([F:26])([F:27])[F:28])=[CH:20][CH:19]=1)([CH3:13])[CH2:11][N:9]1[C:8]([Cl:30])=[C:5]2[N:6]=[CH:7][C:2]([Cl:1])=[CH:3][C:4]2=[N:10]1)#[N:15]. (6) Given the reactants N[C:2]1[N:7]=[CH:6][C:5]([N:8]2[CH2:14][CH:13]3[N:15](C(OC(C)(C)C)=O)[CH:10]([CH2:11][CH2:12]3)[CH2:9]2)=[CH:4][CH:3]=1.N([O-])=O.[Na+].C([O-])(O)=O.[Na+].[ClH:32].CCOCC, predict the reaction product. The product is: [ClH:32].[ClH:32].[Cl:32][C:2]1[N:7]=[CH:6][C:5]([N:8]2[CH2:14][CH:13]3[NH:15][CH:10]([CH2:11][CH2:12]3)[CH2:9]2)=[CH:4][CH:3]=1. (7) Given the reactants [N+:1]([O-:4])(O)=[O:2].[CH3:5][O:6][C:7](=[O:17])[C:8]1[CH:13]=[CH:12][C:11]([OH:14])=[C:10]([F:15])[C:9]=1[F:16], predict the reaction product. The product is: [CH3:5][O:6][C:7](=[O:17])[C:8]1[CH:13]=[C:12]([N+:1]([O-:4])=[O:2])[C:11]([OH:14])=[C:10]([F:15])[C:9]=1[F:16].